Dataset: Forward reaction prediction with 1.9M reactions from USPTO patents (1976-2016). Task: Predict the product of the given reaction. (1) Given the reactants [Cl:1][C:2]1[C:3]2[N:10]([CH2:11][CH2:12][NH:13]C(=O)OC(C)(C)C)[CH:9]=[CH:8][C:4]=2[N:5]=[CH:6][N:7]=1.[Cl:21][C:22]1[CH:23]=[C:24]([CH:26]=[CH:27][C:28]=1[O:29][C:30]1[CH:38]=[C:37]2[C:33]([CH:34]=[N:35][NH:36]2)=[CH:32][CH:31]=1)[NH2:25].C(=O)([O-])O.[Na+], predict the reaction product. The product is: [ClH:1].[ClH:21].[NH2:13][CH2:12][CH2:11][N:10]1[C:3]2[C:2]([NH:25][C:24]3[CH:26]=[CH:27][C:28]([O:29][C:30]4[CH:38]=[C:37]5[C:33]([CH:34]=[N:35][NH:36]5)=[CH:32][CH:31]=4)=[C:22]([Cl:21])[CH:23]=3)=[N:7][CH:6]=[N:5][C:4]=2[CH:8]=[CH:9]1. (2) The product is: [Cl:24][C:21]1[CH:20]=[CH:19][C:18]([C:12]2[C:11]3[CH2:10][CH2:9][NH:8][CH2:17][CH2:16][C:15]=3[N:14]([CH2:30][C:29]3[CH:32]=[C:33]([O:37][CH3:38])[C:34]([O:35][CH3:36])=[C:27]([O:26][CH3:25])[CH:28]=3)[N:13]=2)=[CH:23][CH:22]=1. Given the reactants C(OC([N:8]1[CH2:17][CH2:16][C:15]2[NH:14][N:13]=[C:12]([C:18]3[CH:23]=[CH:22][C:21]([Cl:24])=[CH:20][CH:19]=3)[C:11]=2[CH2:10][CH2:9]1)=O)(C)(C)C.[CH3:25][O:26][C:27]1[CH:28]=[C:29]([CH:32]=[C:33]([O:37][CH3:38])[C:34]=1[O:35][CH3:36])[CH2:30]Cl.C(OC(N1CCC2C(=C(C3C=CC(Cl)=CC=3)N(CC3C=C(OC)C(OC)=C(OC)C=3)N=2)CC1)=O)(C)(C)C, predict the reaction product. (3) Given the reactants [CH3:1][C:2]1[CH:10]=[CH:9][C:5]([C:6]([OH:8])=O)=[CH:4][C:3]=1[N+:11]([O-:13])=[O:12].C1C=CC2N(O)N=NC=2C=1.[CH2:24]([N:26]1[CH2:31][CH2:30][NH:29][CH2:28][CH2:27]1)[CH3:25], predict the reaction product. The product is: [CH2:24]([N:26]1[CH2:31][CH2:30][N:29]([C:6]([C:5]2[CH:9]=[CH:10][C:2]([CH3:1])=[C:3]([N+:11]([O-:13])=[O:12])[CH:4]=2)=[O:8])[CH2:28][CH2:27]1)[CH3:25]. (4) The product is: [F:14][CH:2]([F:1])[N:3]1[C:7]([C:8]([O:10][C:15]([CH3:18])([CH3:17])[CH3:16])=[O:9])=[CH:6][C:5]([N+:11]([O-:13])=[O:12])=[N:4]1. Given the reactants [F:1][CH:2]([F:14])[N:3]1[C:7]([C:8]([OH:10])=[O:9])=[CH:6][C:5]([N+:11]([O-:13])=[O:12])=[N:4]1.[C:15](OC(O[C:15]([CH3:18])([CH3:17])[CH3:16])N(C)C)([CH3:18])([CH3:17])[CH3:16].C(=O)([O-])O.[Na+], predict the reaction product. (5) Given the reactants [NH:1]1[C:9]2[C:4](=[CH:5][CH:6]=[CH:7][CH:8]=2)[CH:3]=[C:2]1[C:10](O)=[O:11].ON1C(=O)CCC1=O.Cl.C(N=C=NCCCN(C)C)C.C(O)(=O)CC(CC(O)=O)(C(O)=O)O.[BH4-].[Na+], predict the reaction product. The product is: [NH:1]1[C:9]2[C:4](=[CH:5][CH:6]=[CH:7][CH:8]=2)[CH:3]=[C:2]1[CH2:10][OH:11].